From a dataset of Forward reaction prediction with 1.9M reactions from USPTO patents (1976-2016). Predict the product of the given reaction. (1) Given the reactants [Cl:1][C:2]1[CH:21]=[C:20]([N+:22]([O-:24])=[O:23])[CH:19]=[CH:18][C:3]=1[O:4][C:5]1[CH:13]=[CH:12][CH:11]=[C:10]2[C:6]=1[CH:7]=[CH:8][N:9]2[CH2:14][CH:15]1[CH2:17][CH2:16]1.C(O)(C)(C)C.[Br:30]N1C(=O)CCC1=O.C(=O)([O-])O.[Na+], predict the reaction product. The product is: [Br:30][C:7]1[C:6]2[C:10](=[CH:11][CH:12]=[CH:13][C:5]=2[O:4][C:3]2[CH:18]=[CH:19][C:20]([N+:22]([O-:24])=[O:23])=[CH:21][C:2]=2[Cl:1])[N:9]([CH2:14][CH:15]2[CH2:17][CH2:16]2)[CH:8]=1. (2) Given the reactants [CH:1]([N:4]1[CH2:9][CH2:8][CH:7]([O:10][C:11]2[CH:19]=[CH:18][C:17]3[N:16]4[CH2:20][CH2:21][NH:22][C:23](=[O:24])[C:15]4=[CH:14][C:13]=3[CH:12]=2)[CH2:6][CH2:5]1)([CH3:3])[CH3:2].[H-].[Na+].Br[CH2:28][C:29]([NH2:31])=[O:30], predict the reaction product. The product is: [CH:1]([N:4]1[CH2:9][CH2:8][CH:7]([O:10][C:11]2[CH:19]=[CH:18][C:17]3[N:16]4[CH2:20][CH2:21][N:22]([CH2:28][C:29]([NH2:31])=[O:30])[C:23](=[O:24])[C:15]4=[CH:14][C:13]=3[CH:12]=2)[CH2:6][CH2:5]1)([CH3:3])[CH3:2]. (3) Given the reactants [Na+].[Br:2][C:3]1[CH:4]=[C:5]([CH:30]=[CH:31][CH:32]=1)[CH2:6][N:7]1[C:11]2[CH:12]=[CH:13][CH:14]=[CH:15][C:10]=2[N:9]([CH2:16][CH2:17][CH2:18][O:19][C:20]2[CH:21]=[C:22]([CH:26]=[CH:27][CH:28]=2)[C:23]([O-:25])=[O:24])[C:8]1=[NH:29].C([O-])([O-])=O.[Na+].[Na+].[C:39](O[C:39]([O:41][C:42]([CH3:45])([CH3:44])[CH3:43])=[O:40])([O:41][C:42]([CH3:45])([CH3:44])[CH3:43])=[O:40], predict the reaction product. The product is: [Br:2][C:3]1[CH:4]=[C:5]([CH:30]=[CH:31][CH:32]=1)[CH2:6][N:7]1[C:11]2[CH:12]=[CH:13][CH:14]=[CH:15][C:10]=2[N:9]([CH2:16][CH2:17][CH2:18][O:19][C:20]2[CH:21]=[C:22]([CH:26]=[CH:27][CH:28]=2)[C:23]([OH:25])=[O:24])[C:8]1=[N:29][C:39]([O:41][C:42]([CH3:45])([CH3:44])[CH3:43])=[O:40]. (4) Given the reactants N[C@H](C1C=CC=CC=1)CN1C(=O)C2C3(CCC=2N(CC2C(C(F)(F)F)=CC=CC=2F)C1=O)CCN(CC1C=CC=C(Cl)C=1)CC3.[Br:46][C:47]1[O:51][C:50]([CH2:52][N:53]2[CH2:58][CH2:57][C:56]3([C:66]4[C:65](=[O:67])[N:64]([CH2:68][C@H:69]([NH:76]C(=O)OC(C)(C)C)[C:70]5[CH:75]=[CH:74][CH:73]=[CH:72][CH:71]=5)[C:63](=[O:84])[N:62]([CH2:85][C:86]5[C:91]([C:92]([F:95])([F:94])[F:93])=[CH:90][CH:89]=[CH:88][C:87]=5[F:96])[C:61]=4[CH2:60][O:59]3)[CH2:55][CH2:54]2)=[CH:49][CH:48]=1, predict the reaction product. The product is: [NH2:76][C@H:69]([C:70]1[CH:71]=[CH:72][CH:73]=[CH:74][CH:75]=1)[CH2:68][N:64]1[C:65](=[O:67])[C:66]2[C:56]3([O:59][CH2:60][C:61]=2[N:62]([CH2:85][C:86]2[C:91]([C:92]([F:95])([F:94])[F:93])=[CH:90][CH:89]=[CH:88][C:87]=2[F:96])[C:63]1=[O:84])[CH2:55][CH2:54][N:53]([CH2:52][C:50]1[O:51][C:47]([Br:46])=[CH:48][CH:49]=1)[CH2:58][CH2:57]3.